Dataset: TCR-epitope binding with 47,182 pairs between 192 epitopes and 23,139 TCRs. Task: Binary Classification. Given a T-cell receptor sequence (or CDR3 region) and an epitope sequence, predict whether binding occurs between them. (1) The epitope is KAYNVTQAF. The TCR CDR3 sequence is CASSQESPIGQDHNIQYF. Result: 0 (the TCR does not bind to the epitope). (2) The epitope is YYRRATRRIR. The TCR CDR3 sequence is CASNPGGSNQPQHF. Result: 0 (the TCR does not bind to the epitope). (3) The epitope is FTISVTTEIL. The TCR CDR3 sequence is CATSPITPTSGDYTGELFF. Result: 1 (the TCR binds to the epitope). (4) The epitope is MMISAGFSL. The TCR CDR3 sequence is CASSLAGVLEQYF. Result: 0 (the TCR does not bind to the epitope). (5) The epitope is QARQMVQAMRTIGTHP. The TCR CDR3 sequence is CASSTGLSGNTIYF. Result: 0 (the TCR does not bind to the epitope). (6) The epitope is GTSGSPIVNR. The TCR CDR3 sequence is CASSLDDRKETQYF. Result: 0 (the TCR does not bind to the epitope). (7) The epitope is KMQRMLLEK. The TCR CDR3 sequence is CASSLSNEQFF. Result: 0 (the TCR does not bind to the epitope).